From a dataset of Forward reaction prediction with 1.9M reactions from USPTO patents (1976-2016). Predict the product of the given reaction. (1) Given the reactants [CH:1](=[N:8]/[C:9]1[CH:17]=[C:16]([F:18])[CH:15]=[C:14]2[C:10]=1[CH2:11][O:12][C:13]2=[O:19])\[C:2]1[CH:7]=[CH:6][CH:5]=[CH:4][CH:3]=1.[O-]S([O-])=O.[Na+].[Na+].[O-]S([O-])(=O)=O.[Na+].[Na+].[CH3:33][N:34]1[C:38]([CH:39]=O)=[N:37][CH:36]=[N:35]1.[CH3:41][CH2:42][O-:43].[Na+], predict the reaction product. The product is: [F:18][C:16]1[CH:15]=[C:14]([C:13]([O:12][CH2:11][CH3:10])=[O:19])[C:41]2[C:42](=[O:43])[CH:39]([C:38]3[N:34]([CH3:33])[N:35]=[CH:36][N:37]=3)[CH:1]([C:2]3[CH:3]=[CH:4][CH:5]=[CH:6][CH:7]=3)[NH:8][C:9]=2[CH:17]=1. (2) Given the reactants [CH3:1][O:2][C:3]1[CH:8]=[CH:7][CH:6]=[CH:5][C:4]=1[C:9]1[CH:14]=[CH:13][CH:12]=[CH:11][C:10]=1[NH:15][CH3:16].C(N(C(C)C)C(C)C)C.[F:26][C:27]([F:45])([F:44])[C:28]1[CH:29]=[C:30]([C:38]([CH3:43])([CH3:42])[C:39](Cl)=[O:40])[CH:31]=[C:32]([C:34]([F:37])([F:36])[F:35])[CH:33]=1.C(OCC)(=O)C, predict the reaction product. The product is: [F:26][C:27]([F:45])([F:44])[C:28]1[CH:29]=[C:30]([C:38]([CH3:43])([CH3:42])[C:39]([N:15]([C:10]2[CH:11]=[CH:12][CH:13]=[CH:14][C:9]=2[C:4]2[CH:5]=[CH:6][CH:7]=[CH:8][C:3]=2[O:2][CH3:1])[CH3:16])=[O:40])[CH:31]=[C:32]([C:34]([F:37])([F:36])[F:35])[CH:33]=1. (3) Given the reactants [CH:1]1([C@H:4]([C:18]2[CH:23]=[CH:22][CH:21]=[CH:20][CH:19]=2)[NH:5][C:6]([C:8]2[CH:9]=[C:10]3[C:14](=[CH:15][CH:16]=2)[NH:13][N:12]=[C:11]3I)=[O:7])[CH2:3][CH2:2]1.[O:24]1[CH2:29][CH2:28][N:27]([C:30]2[CH:35]=[CH:34][C:33](B3OC(C)(C)C(C)(C)O3)=[CH:32][CH:31]=2)[CH2:26][CH2:25]1.C([O-])([O-])=O.[Na+].[Na+], predict the reaction product. The product is: [CH:1]1([C@H:4]([C:18]2[CH:23]=[CH:22][CH:21]=[CH:20][CH:19]=2)[NH:5][C:6]([C:8]2[CH:9]=[C:10]3[C:14](=[CH:15][CH:16]=2)[NH:13][N:12]=[C:11]3[C:33]2[CH:32]=[CH:31][C:30]([N:27]3[CH2:26][CH2:25][O:24][CH2:29][CH2:28]3)=[CH:35][CH:34]=2)=[O:7])[CH2:3][CH2:2]1. (4) Given the reactants [NH2:1][C:2]1[N:3]([CH2:18][CH3:19])[C:4]2[C:9]([C:10](=[O:16])[C:11]=1[C:12]([NH:14][CH3:15])=[O:13])=[CH:8][CH:7]=[C:6](Cl)[N:5]=2.[CH:20]1([C:23]([OH:29])([C:27]#[CH:28])[CH2:24][O:25][CH3:26])[CH2:22][CH2:21]1, predict the reaction product. The product is: [NH2:1][C:2]1[N:3]([CH2:18][CH3:19])[C:4]2[C:9]([C:10](=[O:16])[C:11]=1[C:12]([NH:14][CH3:15])=[O:13])=[CH:8][CH:7]=[C:6]([C:28]#[C:27][C:23]([CH:20]1[CH2:22][CH2:21]1)([OH:29])[CH2:24][O:25][CH3:26])[N:5]=2. (5) Given the reactants [CH2:1]([NH:4][C:5]1[CH:10]=[N:9][C:8]([C:11]2[CH:16]=[CH:15][CH:14]=[CH:13][CH:12]=2)=[C:7]([C:17]2[CH:22]=[CH:21][CH:20]=[CH:19][CH:18]=2)[N:6]=1)[CH:2]=[CH2:3].[C:23]([O:27][C:28](=[O:36])[CH2:29][O:30][CH2:31][CH2:32][CH2:33][CH2:34]Br)([CH3:26])([CH3:25])[CH3:24], predict the reaction product. The product is: [C:23]([O:27][C:28](=[O:36])[CH2:29][O:30][CH2:31][CH2:32][CH2:33][CH2:34][N:4]([CH2:1][CH:2]=[CH2:3])[C:5]1[CH:10]=[N:9][C:8]([C:11]2[CH:16]=[CH:15][CH:14]=[CH:13][CH:12]=2)=[C:7]([C:17]2[CH:18]=[CH:19][CH:20]=[CH:21][CH:22]=2)[N:6]=1)([CH3:26])([CH3:25])[CH3:24]. (6) The product is: [N:8]1([CH:13]2[CH2:30][CH2:29][C:16]3([CH2:21][CH2:20][NH:19][CH2:18][CH2:17]3)[CH2:15][CH2:14]2)[CH:12]=[CH:11][N:10]=[CH:9]1. Given the reactants C(O)(C(F)(F)F)=O.[N:8]1([CH:13]2[CH2:30][CH2:29][C:16]3([CH2:21][CH2:20][N:19](C(OC(C)(C)C)=O)[CH2:18][CH2:17]3)[CH2:15][CH2:14]2)[CH:12]=[CH:11][N:10]=[CH:9]1, predict the reaction product. (7) Given the reactants Br[C:2]1[CH:7]=[C:6]([O:8][CH3:9])[CH:5]=[C:4]([O:10][CH3:11])[CH:3]=1.[O:12]1[CH:16]=[CH:15][CH:14]=[C:13]1B(O)O, predict the reaction product. The product is: [CH3:11][O:10][C:4]1[CH:3]=[C:2]([C:13]2[O:12][CH:16]=[CH:15][CH:14]=2)[CH:7]=[C:6]([O:8][CH3:9])[CH:5]=1. (8) Given the reactants [S:1]([N:11]1[CH2:13][CH:12]1[CH2:14][C:15]1([OH:21])[CH2:20][CH2:19][CH2:18][CH2:17][CH2:16]1)([C:4]1[CH:10]=[CH:9][C:7]([CH3:8])=[CH:6][CH:5]=1)(=[O:3])=[O:2].[CH3:22][NH2:23], predict the reaction product. The product is: [CH3:22][NH:23][CH2:13][CH:12]([NH:11][S:1]([C:4]1[CH:10]=[CH:9][C:7]([CH3:8])=[CH:6][CH:5]=1)(=[O:3])=[O:2])[CH2:14][C:15]1([OH:21])[CH2:20][CH2:19][CH2:18][CH2:17][CH2:16]1. (9) Given the reactants [NH2:1][C:2]1[N:6]([C@@H:7]2[CH2:12][CH2:11][CH2:10][N:9]([C:13](=[O:19])/[CH:14]=[CH:15]/[CH2:16][CH2:17]O)[CH2:8]2)[N:5]=[C:4]([C:20]2[CH:25]=[CH:24][C:23]([O:26][C:27]3[CH:32]=[CH:31][C:30]([F:33])=[CH:29][C:28]=3[F:34])=[CH:22][CH:21]=2)[C:3]=1[C:35]([NH2:37])=[O:36].C(O)(=O)/C=C/CC, predict the reaction product. The product is: [NH2:1][C:2]1[N:6]([C@@H:7]2[CH2:12][CH2:11][CH2:10][N:9]([C:13](=[O:19])/[CH:14]=[CH:15]/[CH2:16][CH3:17])[CH2:8]2)[N:5]=[C:4]([C:20]2[CH:21]=[CH:22][C:23]([O:26][C:27]3[CH:32]=[CH:31][C:30]([F:33])=[CH:29][C:28]=3[F:34])=[CH:24][CH:25]=2)[C:3]=1[C:35]([NH2:37])=[O:36].